From a dataset of Catalyst prediction with 721,799 reactions and 888 catalyst types from USPTO. Predict which catalyst facilitates the given reaction. (1) Reactant: [CH2:1]([C:3]1[CH:8]=[CH:7][C:6]([C:9]2[C:13]([C:14]([O:16][CH2:17]C)=[O:15])=[C:12](S(C)(=O)=O)[S:11][N:10]=2)=[CH:5][CH:4]=1)[CH3:2].[CH3:23][O:24][Na]. Product: [CH2:1]([C:3]1[CH:8]=[CH:7][C:6]([C:9]2[C:13]([C:14]([O:16][CH3:17])=[O:15])=[C:12]([O:24][CH3:23])[S:11][N:10]=2)=[CH:5][CH:4]=1)[CH3:2]. The catalyst class is: 5. (2) Reactant: Cl[C:2]1[N:7]=[CH:6][N:5]=[C:4]([N:8]2[CH:12]=[CH:11][N:10]=[C:9]2[NH:13][C:14]2[CH:15]=[C:16]([NH:21][C:22](=[O:33])[C:23]3[CH:28]=[CH:27][CH:26]=[C:25]([C:29]([F:32])([F:31])[F:30])[CH:24]=3)[CH:17]=[CH:18][C:19]=2[CH3:20])[CH:3]=1.[N:34]1([CH2:40][CH2:41][C:42]2[CH:47]=[CH:46][C:45]([NH2:48])=[CH:44][CH:43]=2)[CH2:39][CH2:38][O:37][CH2:36][CH2:35]1.O.C1(C)C=CC(S(O)(=O)=O)=CC=1. The catalyst class is: 16. Product: [CH3:20][C:19]1[CH:18]=[CH:17][C:16]([NH:21][C:22](=[O:33])[C:23]2[CH:28]=[CH:27][CH:26]=[C:25]([C:29]([F:32])([F:31])[F:30])[CH:24]=2)=[CH:15][C:14]=1[NH:13][C:9]1[N:8]([C:4]2[CH:3]=[C:2]([NH:48][C:45]3[CH:46]=[CH:47][C:42]([CH2:41][CH2:40][N:34]4[CH2:35][CH2:36][O:37][CH2:38][CH2:39]4)=[CH:43][CH:44]=3)[N:7]=[CH:6][N:5]=2)[CH:12]=[CH:11][N:10]=1. (3) Reactant: [CH3:1][O:2][C:3]1[CH:4]=[C:5]2[C:10](=[CH:11][C:12]=1[O:13][CH3:14])[N:9]=[CH:8][CH:7]=[C:6]2[O:15][C:16]1[CH:22]=[CH:21][C:19]([NH2:20])=[CH:18][C:17]=1[F:23].C(N(CC)CC)C.ClC(Cl)(O[C:35](=[O:41])OC(Cl)(Cl)Cl)Cl.[S:43]1[CH:47]=[CH:46][N:45]=[C:44]1[CH:48]([NH2:50])[CH3:49]. Product: [CH3:1][O:2][C:3]1[CH:4]=[C:5]2[C:10](=[CH:11][C:12]=1[O:13][CH3:14])[N:9]=[CH:8][CH:7]=[C:6]2[O:15][C:16]1[CH:22]=[CH:21][C:19]([NH:20][C:35]([NH:50][CH:48]([C:44]2[S:43][CH:47]=[CH:46][N:45]=2)[CH3:49])=[O:41])=[CH:18][C:17]=1[F:23]. The catalyst class is: 22. (4) Reactant: [NH2:1][C@H:2](C(O)=O)[CH2:3][C:4]1[C:12]2[C:7](=[CH:8][CH:9]=[CH:10][CH:11]=2)[NH:6][CH:5]=1.[Cl:16][C:17]1[CH:24]=[CH:23][CH:22]=[CH:21][C:18]=1[CH:19]=O.[Cr](O[Cr]([O-])(=O)=O)([O-])(=O)=O.[K+].[K+].[O-]S([O-])=O.[Na+].[Na+].[OH-].[Na+]. Product: [Cl:16][C:17]1[CH:24]=[CH:23][CH:22]=[CH:21][C:18]=1[C:19]1[C:5]2[NH:6][C:7]3[C:12](=[CH:11][CH:10]=[CH:9][CH:8]=3)[C:4]=2[CH:3]=[CH:2][N:1]=1. The catalyst class is: 86.